Dataset: HIV replication inhibition screening data with 41,000+ compounds from the AIDS Antiviral Screen. Task: Binary Classification. Given a drug SMILES string, predict its activity (active/inactive) in a high-throughput screening assay against a specified biological target. The molecule is COc1ncnc2c1ncn2C1CC(O)C(CO)(C(F)(F)F)O1. The result is 0 (inactive).